From a dataset of Forward reaction prediction with 1.9M reactions from USPTO patents (1976-2016). Predict the product of the given reaction. (1) Given the reactants [CH3:1][C:2]1[CH:3]=[C:4]([C:14]([OH:16])=O)[C:5]2[N:10]([CH:11]=1)[CH2:9][CH2:8][S:7](=[O:13])(=[O:12])[N:6]=2.[CH:17]([C:21]1[CH:27]=[CH:26][C:24]([NH2:25])=[CH:23][CH:22]=1)([CH2:19][CH3:20])[CH3:18].C1C=CC2N(O)N=NC=2C=1.CCN=C=NCCCN(C)C.Cl, predict the reaction product. The product is: [CH3:1][C:2]1[CH:3]=[C:4]([C:14]([NH:25][C:24]2[CH:26]=[CH:27][C:21]([CH:17]([CH3:18])[CH2:19][CH3:20])=[CH:22][CH:23]=2)=[O:16])[C:5]2[N:10]([CH:11]=1)[CH2:9][CH2:8][S:7](=[O:12])(=[O:13])[N:6]=2. (2) Given the reactants [Cr](Cl)([O-])(=O)=O.[NH+]1C=CC=CC=1.[F:12][C:13]1[CH:14]=[C:15]([CH2:23][CH2:24][CH2:25][OH:26])[CH:16]=[CH:17][C:18]=1[C:19]([F:22])([F:21])[F:20], predict the reaction product. The product is: [F:12][C:13]1[CH:14]=[C:15]([CH2:23][CH2:24][CH:25]=[O:26])[CH:16]=[CH:17][C:18]=1[C:19]([F:21])([F:22])[F:20]. (3) The product is: [CH3:7][C:4]1([CH3:8])[C:3]2[C:9](=[O:11])[NH:20][CH:18]=[N:1][C:2]=2[CH2:6][CH2:5]1. Given the reactants [NH2:1][C:2]1[CH2:6][CH2:5][C:4]([CH3:8])([CH3:7])[C:3]=1[C:9]([O:11]CC)=O.C([O-])=O.[NH4+].[CH:18]([NH2:20])=O, predict the reaction product. (4) Given the reactants [C:1]1([S:11]([C:14]2[C:22]3[C:17](=[CH:18][CH:19]=[C:20]([O:23][CH2:24][CH2:25][CH2:26]OS(C4C=CC(C)=CC=4)(=O)=O)[CH:21]=3)[NH:16][N:15]=2)(=[O:13])=[O:12])[C:10]2[C:5](=[CH:6][CH:7]=[CH:8][CH:9]=2)[CH:4]=[CH:3][CH:2]=1.[CH:38]1([NH2:41])[CH2:40][CH2:39]1, predict the reaction product. The product is: [CH:38]1([NH:41][CH2:26][CH2:25][CH2:24][O:23][C:20]2[CH:21]=[C:22]3[C:17](=[CH:18][CH:19]=2)[NH:16][N:15]=[C:14]3[S:11]([C:1]2[C:10]3[C:5](=[CH:6][CH:7]=[CH:8][CH:9]=3)[CH:4]=[CH:3][CH:2]=2)(=[O:12])=[O:13])[CH2:40][CH2:39]1. (5) Given the reactants ClC1C=CC(N[C:9](=[O:23])[C:10]2[CH:11]=[C:12]([CH:18]=[CH:19][C:20]=2[O:21][CH3:22])[C:13]([O:15]CC)=[O:14])=CC=1.[OH-:24].[K+].[ClH:26], predict the reaction product. The product is: [Cl:26][C:10]1[CH:11]=[CH:12][C:18]([C:11]2[C:10]([C:9]([OH:23])=[O:24])=[C:20]([O:21][CH3:22])[CH:19]=[CH:18][C:12]=2[C:13]([OH:15])=[O:14])=[CH:19][CH:20]=1. (6) Given the reactants [CH3:1][N:2]1[CH2:7][CH2:6][CH2:5][NH:4][C:3]1=[O:8].[H-].[Na+].Cl[CH2:12][CH2:13][CH2:14][CH2:15][CH2:16][O:17][C:18]1[CH:23]=[CH:22][CH:21]=[CH:20][C:19]=1/[CH:24]=[CH:25]/[CH:26]([CH2:39][C:40]1[CH:45]=[CH:44][C:43]([C:46]([O:48][CH3:49])=[O:47])=[CH:42][CH:41]=1)[CH2:27][CH2:28][C:29]1[CH:38]=[CH:37][C:32]([C:33]([O:35][CH3:36])=[O:34])=[CH:31][CH:30]=1.[I-].[K+].[Cl-].[NH4+], predict the reaction product. The product is: [CH3:49][O:48][C:46]([C:43]1[CH:44]=[CH:45][C:40]([CH2:39][CH:26](/[CH:25]=[CH:24]/[C:19]2[CH:20]=[CH:21][CH:22]=[CH:23][C:18]=2[O:17][CH2:16][CH2:15][CH2:14][CH2:13][CH2:12][N:4]2[CH2:5][CH2:6][CH2:7][N:2]([CH3:1])[C:3]2=[O:8])[CH2:27][CH2:28][C:29]2[CH:38]=[CH:37][C:32]([C:33]([O:35][CH3:36])=[O:34])=[CH:31][CH:30]=2)=[CH:41][CH:42]=1)=[O:47]. (7) Given the reactants Cl[C:2]1[S:6][C:5]([C:7](=[O:9])[CH3:8])=[CH:4][C:3]=1[N+:10]([O-:12])=[O:11].[Cl:13][C:14]1[CH:15]=[C:16]([SH:21])[CH:17]=[CH:18][C:19]=1[Cl:20], predict the reaction product. The product is: [Cl:13][C:14]1[CH:15]=[C:16]([S:21][C:2]2[S:6][C:5]([C:7](=[O:9])[CH3:8])=[CH:4][C:3]=2[N+:10]([O-:12])=[O:11])[CH:17]=[CH:18][C:19]=1[Cl:20].